From a dataset of Full USPTO retrosynthesis dataset with 1.9M reactions from patents (1976-2016). Predict the reactants needed to synthesize the given product. (1) Given the product [C:14]1([CH:8]([C:2]2[CH:3]=[CH:4][CH:5]=[CH:6][CH:7]=2)[N:9]2[CH2:12][CH:11]([O:13][CH3:22])[CH2:10]2)[CH:15]=[CH:16][CH:17]=[CH:18][CH:19]=1, predict the reactants needed to synthesize it. The reactants are: Cl.[C:2]1([CH:8]([C:14]2[CH:19]=[CH:18][CH:17]=[CH:16][CH:15]=2)[N:9]2[CH2:12][CH:11]([OH:13])[CH2:10]2)[CH:7]=[CH:6][CH:5]=[CH:4][CH:3]=1.[H-].[Na+].[CH3:22]COC(C)=O.O. (2) Given the product [F:10][C:11]1[CH:18]=[CH:17][CH:16]=[CH:15][C:12]=1[CH:13]1[C:2]([C:1]([O:7][CH2:8][CH3:9])=[O:6])=[C:3]([CH3:5])[NH:19][C:3]([CH3:5])=[C:2]1[C:1]([O:7][CH2:8][CH3:9])=[O:20], predict the reactants needed to synthesize it. The reactants are: [C:1]([O:7][CH2:8][CH3:9])(=[O:6])[CH2:2][C:3]([CH3:5])=O.[F:10][C:11]1[CH:18]=[CH:17][CH:16]=[CH:15][C:12]=1[CH:13]=O.[NH4+:19].[OH-:20]. (3) Given the product [CH3:32][O:31][C:29]1[CH:28]=[C:5]([CH:4]=[C:3]([O:2][CH3:1])[CH:30]=1)[CH2:6][C:7]1[C:15]2[C:10](=[CH:11][CH:12]=[CH:13][C:14]=2[CH2:16][CH2:17][C:18]2[CH:19]=[CH:20][C:21]([C:22]([OH:24])=[O:23])=[CH:26][CH:27]=2)[CH2:9][CH:8]=1.[CH3:32][O:31][C:29]1[CH:28]=[C:5]([CH:4]=[C:3]([O:2][CH3:1])[CH:30]=1)/[CH:6]=[C:7]1\[CH2:8][CH2:9][C:10]2[C:15]\1=[C:14]([CH2:16][CH2:17][C:18]1[CH:19]=[CH:20][C:21]([C:22]([OH:24])=[O:23])=[CH:26][CH:27]=1)[CH:13]=[CH:12][CH:11]=2, predict the reactants needed to synthesize it. The reactants are: [CH3:1][O:2][C:3]1[CH:4]=[C:5]([CH:28]=[C:29]([O:31][CH3:32])[CH:30]=1)[CH2:6][C:7]1[C:15]2[C:10](=[CH:11][CH:12]=[CH:13][C:14]=2[CH2:16][CH2:17][C:18]2[CH:27]=[CH:26][C:21]([C:22]([O:24]C)=[O:23])=[CH:20][CH:19]=2)[CH2:9][CH:8]=1.[Li+].[OH-].Cl. (4) The reactants are: [Br:1][C:2]1[CH:7]=[C:6]([CH2:8]OS(C)(=O)=O)[CH:5]=[C:4]([CH3:14])[N:3]=1.[N-:15]=[N+:16]=[N-:17].[Na+]. Given the product [N:15]([CH2:8][C:6]1[CH:5]=[C:4]([CH3:14])[N:3]=[C:2]([Br:1])[CH:7]=1)=[N+:16]=[N-:17], predict the reactants needed to synthesize it. (5) Given the product [CH3:1][CH:2]1[CH2:3][CH2:4][CH:5]([N:8]2[CH2:13][CH2:12][N:11]([C:14]3[CH:35]=[CH:34][C:17]([C:18]4[O:19][C:22]([C:24]5[CH:33]=[CH:32][C:27]([C:28]([O:30][CH3:31])=[O:29])=[CH:26][CH:25]=5)=[N:21][N:20]=4)=[CH:16][CH:15]=3)[CH2:10][CH2:9]2)[CH2:6][CH2:7]1, predict the reactants needed to synthesize it. The reactants are: [CH3:1][CH:2]1[CH2:7][CH2:6][CH:5]([N:8]2[CH2:13][CH2:12][N:11]([C:14]3[CH:35]=[CH:34][C:17]([C:18]([NH:20][NH:21][C:22]([C:24]4[CH:33]=[CH:32][C:27]([C:28]([O:30][CH3:31])=[O:29])=[CH:26][CH:25]=4)=O)=[O:19])=[CH:16][CH:15]=3)[CH2:10][CH2:9]2)[CH2:4][CH2:3]1.O.[OH-].[Na+]. (6) The reactants are: Cl.[NH2:2][C@H:3]([CH2:20][OH:21])[CH2:4][N:5]1[CH2:10][CH2:9][CH:8]([C:11]([C:13]2[CH:18]=[CH:17][C:16]([F:19])=[CH:15][CH:14]=2)=[O:12])[CH2:7][CH2:6]1.C(N(C(C)C)CC)(C)C.[C:31]([C:33]1[CH:34]=[CH:35][C:36]([O:44][CH3:45])=[C:37](/[CH:39]=[CH:40]/[C:41](O)=[O:42])[CH:38]=1)#[N:32].F[B-](F)(F)F.N1(OC(N(C)C)=[N+](C)C)C2C=CC=CC=2N=N1. Given the product [F:19][C:16]1[CH:15]=[CH:14][C:13]([C:11]([CH:8]2[CH2:7][CH2:6][N:5]([CH2:4][C@H:3]([NH:2][C:41](=[O:42])/[CH:40]=[CH:39]/[C:37]3[CH:38]=[C:33]([C:31]#[N:32])[CH:34]=[CH:35][C:36]=3[O:44][CH3:45])[CH2:20][OH:21])[CH2:10][CH2:9]2)=[O:12])=[CH:18][CH:17]=1, predict the reactants needed to synthesize it.